From a dataset of Full USPTO retrosynthesis dataset with 1.9M reactions from patents (1976-2016). Predict the reactants needed to synthesize the given product. (1) Given the product [CH:1]1([N:4]2[C:5]3[C:6](=[N:7][CH:8]=[CH:9][CH:10]=3)[NH:11][C:12]2=[O:13])[CH2:3][CH2:2]1, predict the reactants needed to synthesize it. The reactants are: [CH:1]1([NH:4][C:5]2[C:6]([NH2:11])=[N:7][CH:8]=[CH:9][CH:10]=2)[CH2:3][CH2:2]1.[C:12](N1C=CN=C1)(N1C=CN=C1)=[O:13]. (2) Given the product [CH3:1][C:2]1[CH:3]=[C:4]2[C:8](=[CH:9][CH:10]=1)[C:7](=[O:11])[NH:6][CH2:5]2, predict the reactants needed to synthesize it. The reactants are: [CH3:1][C:2]1[CH:3]=[C:4]2[C:8](=[CH:9][CH:10]=1)[C:7](=[O:11])[N:6](CC=CC1C=CC=CC=1)[CH2:5]2.C(O)C. (3) Given the product [CH3:18][CH2:17][CH2:16][CH2:15][CH2:14]/[CH:13]=[CH:12]\[CH2:11]/[CH:10]=[CH:9]\[CH2:8][CH2:7][CH2:6][CH2:5][CH2:4][CH2:3][CH2:2][CH2:1][CH:19]([O:20][C:57](=[O:58])[CH2:47][CH2:46][CH2:42][N:40]([CH3:39])[CH3:41])[CH2:21][CH2:22][CH2:23][CH2:24][CH2:25][CH2:26][CH2:27][CH2:28]/[CH:29]=[CH:30]\[CH2:31]/[CH:32]=[CH:33]\[CH2:34][CH2:35][CH2:36][CH2:37][CH3:38], predict the reactants needed to synthesize it. The reactants are: [CH2:1]([CH:19]([CH2:21][CH2:22][CH2:23][CH2:24][CH2:25][CH2:26][CH2:27][CH2:28]/[CH:29]=[CH:30]\[CH2:31]/[CH:32]=[CH:33]\[CH2:34][CH2:35][CH2:36][CH2:37][CH3:38])[OH:20])[CH2:2][CH2:3][CH2:4][CH2:5][CH2:6][CH2:7][CH2:8]/[CH:9]=[CH:10]\[CH2:11]/[CH:12]=[CH:13]\[CH2:14][CH2:15][CH2:16][CH2:17][CH3:18].[CH3:39][N:40]([CH:42]([CH2:46][CH3:47])C(O)=O)[CH3:41].C(N(C(C)C)CC)(C)C.[CH3:57][OH:58]. (4) Given the product [N:1]1[CH:6]=[CH:5][CH:4]=[C:3]([NH:7][C:8]([C:10]2[CH:11]=[CH:12][CH:13]=[C:14]3[O:18][C:17]([NH:19][CH:20]4[CH2:21][CH2:22][N:23]([CH2:32][C:31]5[CH:34]=[C:35]([O:38][CH2:39][CH3:40])[C:36]([F:37])=[C:29]([O:28][CH2:26][CH3:27])[CH:30]=5)[CH2:24][CH2:25]4)=[N:16][C:15]=23)=[O:9])[CH:2]=1, predict the reactants needed to synthesize it. The reactants are: [N:1]1[CH:6]=[CH:5][CH:4]=[C:3]([NH:7][C:8]([C:10]2[CH:11]=[CH:12][CH:13]=[C:14]3[O:18][C:17]([NH:19][CH:20]4[CH2:25][CH2:24][NH:23][CH2:22][CH2:21]4)=[N:16][C:15]=23)=[O:9])[CH:2]=1.[CH2:26]([O:28][C:29]1[CH:30]=[C:31]([CH:34]=[C:35]([O:38][CH2:39][CH3:40])[C:36]=1[F:37])[CH:32]=O)[CH3:27].C([BH3-])#N.[Na+].C(N(C(C)C)C(C)C)C. (5) Given the product [C:1]([NH:5][C:6]([C:8]1[C:16]2[C:11](=[N:12][CH:13]=[C:14]([NH:17][C:18]3[CH:23]=[N:22][C:21]([CH3:24])=[N:20][CH:19]=3)[N:15]=2)[NH:10][CH:9]=1)=[O:7])([CH3:4])([CH3:3])[CH3:2], predict the reactants needed to synthesize it. The reactants are: [C:1]([NH:5][C:6]([C:8]1[C:16]2[C:11](=[N:12][CH:13]=[C:14]([NH:17][C:18]3[CH:19]=[N:20][C:21]([CH3:24])=[N:22][CH:23]=3)[N:15]=2)[N:10](COCC[Si](C)(C)C)[CH:9]=1)=[O:7])([CH3:4])([CH3:3])[CH3:2].FC(F)(F)C(O)=O. (6) Given the product [O:1]1[CH:5]=[CH:4][CH:3]=[C:2]1[CH2:6][NH:7][C:8](=[O:26])[C:9]1[CH:14]=[C:13]([NH2:15])[CH:12]=[CH:11][C:10]=1[O:18][C:19]1[CH:20]=[C:21]([Cl:25])[CH:22]=[N:23][CH:24]=1, predict the reactants needed to synthesize it. The reactants are: [O:1]1[CH:5]=[CH:4][CH:3]=[C:2]1[CH2:6][NH:7][C:8](=[O:26])[C:9]1[CH:14]=[C:13]([N+:15]([O-])=O)[CH:12]=[CH:11][C:10]=1[O:18][C:19]1[CH:20]=[C:21]([Cl:25])[CH:22]=[N:23][CH:24]=1. (7) Given the product [Br:43][CH2:1][C:20]([CH:18]1[CH2:19][CH:15]([N:14]([CH2:24][C:25]2[CH:26]=[CH:27][CH:28]=[CH:29][CH:30]=2)[CH2:7][C:8]2[CH:9]=[CH:10][CH:11]=[CH:12][CH:13]=2)[CH2:16][CH:17]1[CH3:23])=[O:21], predict the reactants needed to synthesize it. The reactants are: [C:1](Cl)(=O)C(Cl)=O.[CH2:7]([N:14]([CH2:24][C:25]1[CH:30]=[CH:29][CH:28]=[CH:27][CH:26]=1)[CH:15]1[CH2:19][CH:18]([C:20](O)=[O:21])[CH:17]([CH3:23])[CH2:16]1)[C:8]1[CH:13]=[CH:12][CH:11]=[CH:10][CH:9]=1.CN(C=O)C.C[Si](C=[N+]=[N-])(C)C.[BrH:43].C([O-])(O)=O.[Na+]. (8) Given the product [C:1]([O:5][C:6]([N:8]1[C@H:17]([C:18]([N:22]2[CH2:29][CH2:28][CH2:27][C@H:23]2[C:24](=[O:25])[NH2:26])=[O:19])[CH2:16][C:15]2[C:10](=[CH:11][C:12]([OH:21])=[CH:13][CH:14]=2)[CH2:9]1)=[O:7])([CH3:3])([CH3:4])[CH3:2], predict the reactants needed to synthesize it. The reactants are: [C:1]([O:5][C:6]([N:8]1[C@H:17]([C:18](O)=[O:19])[CH2:16][C:15]2[C:10](=[CH:11][C:12]([OH:21])=[CH:13][CH:14]=2)[CH2:9]1)=[O:7])([CH3:4])([CH3:3])[CH3:2].[NH:22]1[CH2:29][CH2:28][CH2:27][C@H:23]1[C:24]([NH2:26])=[O:25]. (9) Given the product [CH3:20][C:18]1[NH:17][N:16]=[C:15]([NH:14][C:4]2[N:3]=[C:2]([C:23]3[CH:22]=[N:21][CH:26]=[CH:25][CH:24]=3)[C:11]3[C:6]([CH:5]=2)=[CH:7][C:8]([O:12][CH3:13])=[CH:9][CH:10]=3)[CH:19]=1, predict the reactants needed to synthesize it. The reactants are: Cl[C:2]1[C:11]2[C:6](=[CH:7][C:8]([O:12][CH3:13])=[CH:9][CH:10]=2)[CH:5]=[C:4]([NH:14][C:15]2[CH:19]=[C:18]([CH3:20])[NH:17][N:16]=2)[N:3]=1.[N:21]1[CH:26]=[CH:25][CH:24]=[C:23](B(O)O)[CH:22]=1. (10) Given the product [CH3:40][C:37]1([CH3:41])[C:36](=[O:42])[NH:35][C:34]2[N:43]=[CH:44][C:31](/[CH:12]=[CH:11]/[C:10]([N:9]([CH2:8][C:7]3[CH:15]=[CH:16][CH:17]=[C:18]([O:19][CH3:20])[C:6]=3[O:5][CH2:1][CH:2]([CH3:3])[CH3:4])[CH3:14])=[O:13])=[CH:32][C:33]=2[CH2:39][NH:38]1, predict the reactants needed to synthesize it. The reactants are: [CH2:1]([O:5][C:6]1[C:18]([O:19][CH3:20])=[CH:17][CH:16]=[CH:15][C:7]=1[CH2:8][N:9]([CH3:14])[C:10](=[O:13])[CH:11]=[CH2:12])[CH:2]([CH3:4])[CH3:3].C(N(C(C)C)CC)(C)C.Br[C:31]1[CH:44]=[N:43][C:34]2[NH:35][C:36](=[O:42])[C:37]([CH3:41])([CH3:40])[NH:38][CH2:39][C:33]=2[CH:32]=1.CC1C=CC=CC=1P(C1C=CC=CC=1C)C1C=CC=CC=1C.